This data is from Forward reaction prediction with 1.9M reactions from USPTO patents (1976-2016). The task is: Predict the product of the given reaction. (1) Given the reactants [CH3:1][CH:2]([CH2:23][NH:24]C(OC(C)CC)=O)[C:3]([N:5]([CH2:10][C:11]1[CH:21]=[C:20]([Cl:22])[C:14]2[O:15][CH2:16][CH2:17][CH2:18][O:19][C:13]=2[CH:12]=1)[CH2:6][CH:7]([CH3:9])[CH3:8])=[O:4].FC(F)(F)C(O)=O, predict the reaction product. The product is: [CH3:1][CH:2]([CH2:23][NH2:24])[C:3]([N:5]([CH2:10][C:11]1[CH:21]=[C:20]([Cl:22])[C:14]2[O:15][CH2:16][CH2:17][CH2:18][O:19][C:13]=2[CH:12]=1)[CH2:6][CH:7]([CH3:8])[CH3:9])=[O:4]. (2) Given the reactants S1C=C[N:3]=C1C1C=CC=CC=1N.[Cl:13][C:14]1[N:19]=[C:18](C2C=CC=CC=2)[N:17]=[C:16](C(Cl)=O)[CH:15]=1.[CH3:29][OH:30], predict the reaction product. The product is: [Cl:13][C:14]1[CH:15]=[CH:16][N:17]=[C:18]([C:29]([NH2:3])=[O:30])[N:19]=1. (3) Given the reactants [CH2:1]([C@@H:4]([OH:11])[C@H:5]([OH:10])[C@H:6](O)[CH2:7][OH:8])[CH:2]=[O:3].[O:12]=[CH:13][C@@H:14]([C@H]([C@@H]([C@@H](CO)O)O)O)O.[O:24]=[CH:25][C@H:26]([C@H]([C@@H]([C@@H](CO)O)O)O)O.[O:36]=[C:37]([O-])[C@@H:38]([C@H]([C@@H]([C@@H](CO)O)O)O)O.[Ca+2].O=C([O-])[C@@H]([C@H]([C@@H]([C@@H](CO)O)O)O)O.O=C[C@H]([C@@H]([C@@H](CO)O)O)O.Cl.OC1O[C@H](CO)[C@@H](O)[C@H](O)[C@H]1N.C(N[C@@H]1[C@@H](O)[C@H](O)[C@@H](CO)OC1O)(=O)C.BrBr, predict the reaction product. The product is: [C:13]([O:10][C@H:5]1[C@H:4]([O:11][C:25](=[O:24])[CH3:26])[C@@H:1]([CH2:2][O:3][C:37](=[O:36])[CH3:38])[O:8][CH:7]=[CH:6]1)(=[O:12])[CH3:14]. (4) Given the reactants [C:1](OC(=N)C(Cl)(Cl)Cl)([CH3:4])([CH3:3])[CH3:2].B(F)(F)F.CCOCC.[CH2:21]([C@@H:28]([C:33]([O:35][CH3:36])=[O:34])[CH2:29][C:30]([OH:32])=[O:31])[C:22]1[CH:27]=[CH:26][CH:25]=[CH:24][CH:23]=1.C1CCCCC1.CCOC(C)=O, predict the reaction product. The product is: [CH2:21]([C@H:28]([CH2:29][C:30]([O:32][C:1]([CH3:4])([CH3:3])[CH3:2])=[O:31])[C:33]([O:35][CH3:36])=[O:34])[C:22]1[CH:27]=[CH:26][CH:25]=[CH:24][CH:23]=1. (5) Given the reactants [I:1][C:2]1[CH:14]=[CH:13][C:12]2[C:11]3[C:6](=[CH:7][CH:8]=[CH:9][CH:10]=3)[CH2:5][C:4]=2[CH:3]=1.C[C:16]([CH3:19])([O-])[CH3:17].[K+].[CH2:21](I)[CH2:22][CH2:23][CH2:24][CH2:25][CH2:26][CH2:27][CH3:28], predict the reaction product. The product is: [CH2:21]([C:5]1([CH2:4][CH2:3][CH2:2][CH2:14][CH2:13][CH2:17][CH2:16][CH3:19])[C:4]2[CH:3]=[C:2]([I:1])[CH:14]=[CH:13][C:12]=2[C:11]2[C:6]1=[CH:7][CH:8]=[CH:9][CH:10]=2)[CH2:22][CH2:23][CH2:24][CH2:25][CH2:26][CH2:27][CH3:28]. (6) Given the reactants C([O:8][N:9]([CH2:12][C@@H:13]([CH2:17][CH:18]1[CH2:22][CH2:21][CH2:20][CH2:19]1)[C:14]([OH:16])=O)[CH:10]=[O:11])C1C=CC=CC=1.[NH:23]1[CH2:27][CH2:26][CH2:25][C@H:24]1[C:28]1[NH:36][C:31]2[CH:32]=[N:33][CH:34]=[CH:35][C:30]=2[N:29]=1, predict the reaction product. The product is: [CH:18]1([CH2:17][C@@H:13]([C:14]([N:23]2[CH2:27][CH2:26][CH2:25][C@H:24]2[C:28]2[NH:36][C:31]3[CH:32]=[N:33][CH:34]=[CH:35][C:30]=3[N:29]=2)=[O:16])[CH2:12][N:9]([OH:8])[CH:10]=[O:11])[CH2:19][CH2:20][CH2:21][CH2:22]1.